From a dataset of Catalyst prediction with 721,799 reactions and 888 catalyst types from USPTO. Predict which catalyst facilitates the given reaction. (1) Reactant: [N:1]1[N:2]([C:6]2[CH:11]=[CH:10][CH:9]=[CH:8][C:7]=2[C:12]([N:14]2[CH2:19][C@H:18]([OH:20])[CH2:17][CH2:16][C@H:15]2[CH3:21])=[O:13])[N:3]=[CH:4][CH:5]=1.[H-].[Na+].F[C:25]1[CH:30]=[C:29]([C:31]2([OH:35])[CH2:34][CH2:33][CH2:32]2)[CH:28]=[CH:27][N:26]=1. Product: [CH3:21][C@H:15]1[N:14]([C:12]([C:7]2[CH:8]=[CH:9][CH:10]=[CH:11][C:6]=2[N:2]2[N:3]=[CH:4][CH:5]=[N:1]2)=[O:13])[CH2:19][C@H:18]([O:20][C:27]2[CH:28]=[C:29]([C:31]3([OH:35])[CH2:34][CH2:33][CH2:32]3)[CH:30]=[CH:25][N:26]=2)[CH2:17][CH2:16]1. The catalyst class is: 3. (2) Reactant: Br[C:2]1[CH:3]=[C:4]([CH:16]=[CH:17][CH:18]=1)[CH2:5][N:6]([CH3:15])[C:7](=[O:14])[C:8]1[CH:13]=[CH:12][CH:11]=[CH:10][CH:9]=1.[CH:19]([C:21]1[CH:26]=[CH:25][C:24](B(O)O)=[CH:23][CH:22]=1)=[O:20].C(=O)([O-])[O-].[K+].[K+]. Product: [CH:19]([C:21]1[CH:26]=[CH:25][C:24]([C:2]2[CH:18]=[CH:17][CH:16]=[C:4]([CH2:5][N:6]([CH3:15])[C:7](=[O:14])[C:8]3[CH:13]=[CH:12][CH:11]=[CH:10][CH:9]=3)[CH:3]=2)=[CH:23][CH:22]=1)=[O:20]. The catalyst class is: 11.